Dataset: Merck oncology drug combination screen with 23,052 pairs across 39 cell lines. Task: Regression. Given two drug SMILES strings and cell line genomic features, predict the synergy score measuring deviation from expected non-interaction effect. (1) Drug 1: O=C(CCCCCCC(=O)Nc1ccccc1)NO. Drug 2: C=CCn1c(=O)c2cnc(Nc3ccc(N4CCN(C)CC4)cc3)nc2n1-c1cccc(C(C)(C)O)n1. Cell line: ZR751. Synergy scores: synergy=-20.7. (2) Drug 1: C#Cc1cccc(Nc2ncnc3cc(OCCOC)c(OCCOC)cc23)c1. Drug 2: CNC(=O)c1cc(Oc2ccc(NC(=O)Nc3ccc(Cl)c(C(F)(F)F)c3)cc2)ccn1. Cell line: ZR751. Synergy scores: synergy=-3.03.